From a dataset of NCI-60 drug combinations with 297,098 pairs across 59 cell lines. Regression. Given two drug SMILES strings and cell line genomic features, predict the synergy score measuring deviation from expected non-interaction effect. Drug 1: C1CCC(C1)C(CC#N)N2C=C(C=N2)C3=C4C=CNC4=NC=N3. Drug 2: C1=CC=C(C=C1)NC(=O)CCCCCCC(=O)NO. Cell line: 786-0. Synergy scores: CSS=9.15, Synergy_ZIP=-2.75, Synergy_Bliss=1.63, Synergy_Loewe=1.71, Synergy_HSA=2.75.